This data is from Full USPTO retrosynthesis dataset with 1.9M reactions from patents (1976-2016). The task is: Predict the reactants needed to synthesize the given product. (1) The reactants are: [NH2:1][CH2:2][C:3]1[C:12](=[O:13])[C:11]2[C:6](=[CH:7][C:8]([Cl:14])=[CH:9][CH:10]=2)[N:5]([C:15]2[CH:20]=[CH:19][CH:18]=[CH:17][CH:16]=2)[CH:4]=1.[C:21]([C:24]1[CH:29]=[CH:28][C:27]([S:30]([NH2:33])(=[O:32])=[O:31])=[CH:26][CH:25]=1)(O)=[O:22]. Given the product [Cl:14][C:8]1[CH:7]=[C:6]2[C:11]([C:12](=[O:13])[C:3]([CH2:2][NH:1][C:21](=[O:22])[C:24]3[CH:29]=[CH:28][C:27]([S:30](=[O:32])(=[O:31])[NH2:33])=[CH:26][CH:25]=3)=[CH:4][N:5]2[C:15]2[CH:16]=[CH:17][CH:18]=[CH:19][CH:20]=2)=[CH:10][CH:9]=1, predict the reactants needed to synthesize it. (2) Given the product [ClH:37].[CH:1]1([N:4]([C@@H:20]([C:22]2[CH:30]=[C:29]3[C:25]([C:26]([CH3:36])=[N:27][N:28]3[CH2:31][CH2:32][CH2:33][O:34][CH3:35])=[CH:24][CH:23]=2)[CH3:21])[C:5]([C@@H:7]2[O:12][CH2:11][CH2:10][NH:9][CH2:8]2)=[O:6])[CH2:3][CH2:2]1, predict the reactants needed to synthesize it. The reactants are: [CH:1]1([N:4]([C@@H:20]([C:22]2[CH:30]=[C:29]3[C:25]([C:26]([CH3:36])=[N:27][N:28]3[CH2:31][CH2:32][CH2:33][O:34][CH3:35])=[CH:24][CH:23]=2)[CH3:21])[C:5]([C@@H:7]2[O:12][CH2:11][CH2:10][N:9](C(OC(C)(C)C)=O)[CH2:8]2)=[O:6])[CH2:3][CH2:2]1.[ClH:37].O1CCOCC1. (3) Given the product [Br:1][C:2]1[CH:11]=[C:6]2[C:5](=[CH:4][CH:3]=1)[NH:12][C:13](=[O:21])[C:14]([C:15]1[CH:20]=[CH:19][CH:18]=[CH:17][CH:16]=1)=[C:7]2[OH:9], predict the reactants needed to synthesize it. The reactants are: [Br:1][C:2]1[CH:3]=[CH:4][C:5]([NH:12][C:13](=[O:21])[CH2:14][C:15]2[CH:20]=[CH:19][CH:18]=[CH:17][CH:16]=2)=[C:6]([CH:11]=1)[C:7]([O:9]C)=O.C[Si]([N-][Si](C)(C)C)(C)C.[Li+].CCCCCC. (4) Given the product [C@@H:1]1([C:10]2[C:11](=[O:17])[NH:12][CH:13]=[C:14]([C:32]#[C:31][C:25]3[CH:30]=[CH:29][CH:28]=[CH:27][CH:26]=3)[CH:15]=2)[O:7][C@H:6]([CH2:8][OH:9])[C@@H:4]([OH:5])[C@H:2]1[OH:3], predict the reactants needed to synthesize it. The reactants are: [C@@H:1]1([C:10]2[C:11](=[O:17])[NH:12][CH:13]=[C:14](I)[CH:15]=2)[O:7][C@H:6]([CH2:8][OH:9])[C@@H:4]([OH:5])[C@H:2]1[OH:3].C(N(CC)CC)C.[C:25]1([C:31]#[CH:32])[CH:30]=[CH:29][CH:28]=[CH:27][CH:26]=1.C(OCC)(=O)C.